Dataset: Reaction yield outcomes from USPTO patents with 853,638 reactions. Task: Predict the reaction yield, written as a fraction of the theoretical maximum amount of product (1.0 means a 100% yield; for example, 0.34 means a 34% yield). (1) The product is [Cl:1][C:2]1[CH:3]=[C:4]([CH:9]([OH:14])[C:10]([F:11])([F:12])[F:13])[CH:5]=[C:6]([Cl:8])[CH:7]=1. The yield is 0.790. The catalyst is CO. The reactants are [Cl:1][C:2]1[CH:3]=[C:4]([C:9](=[O:14])[C:10]([F:13])([F:12])[F:11])[CH:5]=[C:6]([Cl:8])[CH:7]=1.[BH4-].[Na+].[OH-].[Na+].[NH4+].[Cl-]. (2) The reactants are Cl[C:2]1[N:7]=[C:6]([C:8]2[S:12][C:11]([NH:13][CH2:14][CH3:15])=[N:10][C:9]=2[C:16]2[CH:21]=[C:20]([O:22][CH3:23])[CH:19]=[C:18]([CH3:24])[CH:17]=2)[CH:5]=[CH:4][N:3]=1.[F:25][C:26]1[CH:27]=[C:28]([NH2:44])[CH:29]=[CH:30][C:31]=1[N:32]1[CH2:37][CH2:36][N:35]([CH2:38][CH2:39][S:40]([CH3:43])(=[O:42])=[O:41])[CH2:34][CH2:33]1. The catalyst is C(O)C(F)(F)F. The product is [CH2:14]([NH:13][C:11]1[S:12][C:8]([C:6]2[CH:5]=[CH:4][N:3]=[C:2]([NH:44][C:28]3[CH:29]=[CH:30][C:31]([N:32]4[CH2:37][CH2:36][N:35]([CH2:38][CH2:39][S:40]([CH3:43])(=[O:41])=[O:42])[CH2:34][CH2:33]4)=[C:26]([F:25])[CH:27]=3)[N:7]=2)=[C:9]([C:16]2[CH:21]=[C:20]([O:22][CH3:23])[CH:19]=[C:18]([CH3:24])[CH:17]=2)[N:10]=1)[CH3:15]. The yield is 0.370. (3) The reactants are [Br:1][C:2]1[CH:3]=[C:4]([C:12]([CH3:15])([CH3:14])[CH3:13])[C:5]([O:10][CH3:11])=[C:6]([CH2:8]Br)[CH:7]=1.[N+:16]([C:19]1[CH:24]=[CH:23][C:22]([OH:25])=[CH:21][CH:20]=1)([O-:18])=[O:17].C([O-])([O-])=O.[K+].[K+]. The catalyst is CN(C=O)C. The product is [Br:1][C:2]1[CH:7]=[C:6]([CH2:8][O:25][C:22]2[CH:23]=[CH:24][C:19]([N+:16]([O-:18])=[O:17])=[CH:20][CH:21]=2)[C:5]([O:10][CH3:11])=[C:4]([C:12]([CH3:15])([CH3:14])[CH3:13])[CH:3]=1. The yield is 0.830. (4) The reactants are [N+:1]([C:4]1[CH:8]=[CH:7][S:6][C:5]=1[C:9]([O:11]C)=O)([O-:3])=[O:2].[NH3:13]. The catalyst is CO. The product is [N+:1]([C:4]1[CH:8]=[CH:7][S:6][C:5]=1[C:9]([NH2:13])=[O:11])([O-:3])=[O:2]. The yield is 0.740. (5) The reactants are C[O:2][C:3](=[O:33])[CH2:4][CH:5]1[C:9]2[CH:10]=[CH:11][C:12]([O:14][CH2:15][C:16]3[CH:21]=[CH:20][CH:19]=[C:18]([C:22]4[C:31]5[C:26](=[CH:27][CH:28]=[CH:29][CH:30]=5)[CH:25]=[CH:24][C:23]=4[CH3:32])[CH:17]=3)=[CH:13][C:8]=2[O:7][CH2:6]1.CO.[OH-].[Na+].Cl. The catalyst is O.O1CCCC1. The product is [CH3:32][C:23]1[CH:24]=[CH:25][C:26]2[C:31](=[CH:30][CH:29]=[CH:28][CH:27]=2)[C:22]=1[C:18]1[CH:17]=[C:16]([CH:21]=[CH:20][CH:19]=1)[CH2:15][O:14][C:12]1[CH:11]=[CH:10][C:9]2[CH:5]([CH2:4][C:3]([OH:33])=[O:2])[CH2:6][O:7][C:8]=2[CH:13]=1. The yield is 0.550. (6) The reactants are [NH2:1]/[C:2](/[C:7]#[N:8])=[C:3](\[NH2:6])/[C:4]#[N:5].CO[C:11](OC)(OC)[CH2:12][C:13]#[N:14]. The product is [C:13]([CH2:12][C:11]1[NH:1][C:2]([C:7]#[N:8])=[C:3]([C:4]#[N:5])[N:6]=1)#[N:14]. The yield is 0.700. The catalyst is C(#N)C. (7) The reactants are [OH:1][C:2]1[CH:9]=[CH:8][C:5]([CH:6]=[O:7])=[CH:4][CH:3]=1.[C:10]([O-])([O-])=O.[K+].[K+].[CH3:16][N:17]([CH:19]=O)[CH3:18]. The catalyst is O. The product is [CH3:16][N:17]([CH2:19][CH2:10][O:1][C:2]1[CH:9]=[CH:8][C:5]([CH:6]=[O:7])=[CH:4][CH:3]=1)[CH3:18]. The yield is 0.490.